Predict the reactants needed to synthesize the given product. From a dataset of Full USPTO retrosynthesis dataset with 1.9M reactions from patents (1976-2016). Given the product [CH3:18][N:17]([CH3:19])[CH:15]=[CH:14][C:23]([C:9]1[N:5]([CH:1]2[CH2:2][CH2:3][CH2:4]2)[C:6]([CH3:13])=[N:7][CH:8]=1)=[O:24], predict the reactants needed to synthesize it. The reactants are: [CH:1]1([N:5]2[CH:9]=[C:8](C(=O)C)[N:7]=[C:6]2[CH3:13])[CH2:4][CH2:3][CH2:2]1.[CH3:14][C:15]([N:17]([CH3:19])[CH3:18])=O.CN([CH:23]=[O:24])C.